This data is from Forward reaction prediction with 1.9M reactions from USPTO patents (1976-2016). The task is: Predict the product of the given reaction. (1) Given the reactants Cl[C:2]1[C:7]([CH:8]2[CH2:10][CH2:9]2)=[CH:6][N:5]=[C:4]([C:11]#[N:12])[CH:3]=1.[CH3:13][C:14]1([CH2:18][OH:19])[CH2:17][O:16][CH2:15]1, predict the reaction product. The product is: [CH:8]1([C:7]2[C:2]([O:19][CH2:18][C:14]3([CH3:13])[CH2:17][O:16][CH2:15]3)=[CH:3][C:4]([C:11]#[N:12])=[N:5][CH:6]=2)[CH2:10][CH2:9]1. (2) Given the reactants [CH2:1]=[CH:2][CH2:3][CH2:4][CH2:5][CH2:6][CH2:7][CH2:8][CH2:9][CH2:10][CH2:11][CH2:12][CH2:13][CH2:14][CH2:15][CH2:16][CH2:17][CH3:18].[CH3:19][O:20][SiH:21]([O:24][CH3:25])[O:22][CH3:23].O=O, predict the reaction product. The product is: [CH3:19][O:20][Si:21]([O:24][CH3:25])([O:22][CH3:23])[CH2:1][CH2:2][CH2:3][CH2:4][CH2:5][CH2:6][CH2:7][CH2:8][CH2:9][CH2:10][CH2:11][CH2:12][CH2:13][CH2:14][CH2:15][CH2:16][CH2:17][CH3:18]. (3) Given the reactants [F:1][C:2]([C:5]1[CH:9]=[CH:8][NH:7][N:6]=1)([F:4])[CH3:3].[CH2:10]=[O:11], predict the reaction product. The product is: [F:1][C:2]([C:5]1[CH:9]=[CH:8][N:7]([CH2:10][OH:11])[N:6]=1)([F:4])[CH3:3]. (4) Given the reactants I[C:2]1[CH:7]=[CH:6][CH:5]=[CH:4][CH:3]=1.[OH:8][C:9]1[CH:16]=[CH:15][C:12]([CH2:13][OH:14])=[CH:11][CH:10]=1.C(=O)([O-])[O-].[K+].[K+].N1C2C(=CC=CC=2O)C=CC=1, predict the reaction product. The product is: [O:8]([C:9]1[CH:16]=[CH:15][C:12]([CH2:13][OH:14])=[CH:11][CH:10]=1)[C:2]1[CH:7]=[CH:6][CH:5]=[CH:4][CH:3]=1. (5) Given the reactants C[Si]([N-][Si](C)(C)C)(C)C.[Li+].[C:11](#[N:13])[CH3:12].[CH:14]([C:16]1[CH:17]=[N:18][N:19]2[CH2:24][CH2:23][CH2:22][N:21]([C:25]([O:27][C:28]([CH3:31])([CH3:30])[CH3:29])=[O:26])[C:20]=12)=[O:15].O, predict the reaction product. The product is: [C:11]([CH2:12][CH:14]([C:16]1[CH:17]=[N:18][N:19]2[CH2:24][CH2:23][CH2:22][N:21]([C:25]([O:27][C:28]([CH3:31])([CH3:30])[CH3:29])=[O:26])[C:20]=12)[OH:15])#[N:13].